Dataset: Full USPTO retrosynthesis dataset with 1.9M reactions from patents (1976-2016). Task: Predict the reactants needed to synthesize the given product. (1) The reactants are: [Si](O[C@H]1CC(=O)N([C:15]2[C:16]([C:23]([F:26])([F:25])[F:24])=[C:17]([CH:20]=[CH:21][CH:22]=2)[C:18]#[N:19])[C@H]1CC)(C(C)(C)C)(C)C.[CH2:29]([OH:31])[CH3:30].Cl.[C:33](=[O:36])([O-])O.[Na+]. Given the product [CH2:17]([C@H:18]1[C@@H:29]([OH:31])[CH2:30][C:33](=[O:36])[N:19]1[C:22]1[CH:21]=[CH:20][C:17]([C:18]#[N:19])=[C:16]([C:23]([F:24])([F:25])[F:26])[CH:15]=1)[CH3:16], predict the reactants needed to synthesize it. (2) Given the product [Cl:1][C:2]1[C:3]([CH2:15][CH2:16][C:17]2[CH:22]=[CH:21][CH:20]=[CH:19][C:18]=2[CH:23]([CH3:27])[C:24]([NH2:26])=[O:25])=[N:4][C:5]([NH:28][C:29]2[CH:34]=[N:33][C:32]([CH3:35])=[CH:31][CH:30]=2)=[N:6][CH:7]=1, predict the reactants needed to synthesize it. The reactants are: [Cl:1][C:2]1[C:3]([CH2:15][CH2:16][C:17]2[CH:22]=[CH:21][CH:20]=[CH:19][C:18]=2[CH:23]([CH3:27])[C:24]([NH2:26])=[O:25])=[N:4][C:5](NC2C=NN(C)C=2)=[N:6][CH:7]=1.[NH2:28][C:29]1[CH:30]=[CH:31][C:32]([CH3:35])=[N:33][CH:34]=1.CC1(C)C2C(=C(P(C3C=CC=CC=3)C3C=CC=CC=3)C=CC=2)OC2C(P(C3C=CC=CC=3)C3C=CC=CC=3)=CC=CC1=2.C([O-])([O-])=O.[Cs+].[Cs+]. (3) Given the product [NH2:1][C:2]1[N:3]([CH3:13])[C:4](=[O:12])[C:5]([CH3:11])=[C:6]([Cl:17])[C:7]=1[C:8]#[N:9], predict the reactants needed to synthesize it. The reactants are: [NH2:1][C:2]1[N:3]([CH3:13])[C:4](=[O:12])[C:5]([CH3:11])=[C:6](O)[C:7]=1[C:8]#[N:9].C(Cl)(=O)C([Cl:17])=O. (4) Given the product [C:17]([C:19]1[N:23]([CH3:24])[C:22]([C:2]2[CH:7]=[CH:6][C:5]([S:8]([NH:11][CH3:12])(=[O:10])=[O:9])=[C:4]([C:13]([F:16])([F:15])[F:14])[CH:3]=2)=[CH:21][CH:20]=1)#[N:18], predict the reactants needed to synthesize it. The reactants are: Br[C:2]1[CH:7]=[CH:6][C:5]([S:8]([NH:11][CH3:12])(=[O:10])=[O:9])=[C:4]([C:13]([F:16])([F:15])[F:14])[CH:3]=1.[C:17]([C:19]1[N:23]([CH3:24])[C:22](B(O)O)=[CH:21][CH:20]=1)#[N:18].[F-].[K+]. (5) Given the product [CH3:25][C:23]1[CH:22]=[C:21]([CH3:26])[N:20]=[C:19]([C:17]2[N:18]=[C:11]([C:9]3[CH:8]=[C:7]([CH3:14])[N:6]=[C:5]([NH:4][CH2:1][CH2:2][CH3:3])[N:10]=3)[O:13][N:16]=2)[CH:24]=1, predict the reactants needed to synthesize it. The reactants are: [CH2:1]([NH:4][C:5]1[N:10]=[C:9]([C:11]([OH:13])=O)[CH:8]=[C:7]([CH3:14])[N:6]=1)[CH2:2][CH3:3].O[NH:16][C:17]([C:19]1[CH:24]=[C:23]([CH3:25])[CH:22]=[C:21]([CH3:26])[N:20]=1)=[NH:18]. (6) Given the product [C:8]([C:7]1[CH:6]=[C:5]([CH:12]=[CH:11][CH:10]=1)[CH2:4][N:3]([CH2:1][CH3:2])[CH2:15][CH2:14][C:13]([O:17][C:18]([CH3:21])([CH3:20])[CH3:19])=[O:16])#[N:9], predict the reactants needed to synthesize it. The reactants are: [CH2:1]([NH:3][CH2:4][C:5]1[CH:6]=[C:7]([CH:10]=[CH:11][CH:12]=1)[C:8]#[N:9])[CH3:2].[C:13]([O:17][C:18]([CH3:21])([CH3:20])[CH3:19])(=[O:16])[CH:14]=[CH2:15]. (7) The reactants are: [C:1]([O:4][CH2:5][C@@H:6]1[C@@H:11]([O:12][C:13](=[O:15])[CH3:14])[C@H:10]([O:16][C:17](=[O:19])[CH3:18])[C@@:9]([O:21][C:22](=[O:24])[CH3:23])([CH3:20])[C@@H:8]([O:25][C:26]2[CH:31]=[CH:30][C:29](/[CH:32]=[CH:33]/[C:34]3[CH:39]=[CH:38][C:37]([O:40][C@@H:41]4[C@:46]([O:48][C:49](=[O:51])[CH3:50])([CH3:47])[C@@H:45]([O:52][C:53](=[O:55])[CH3:54])[C@H:44]([O:56][C:57](=[O:59])[CH3:58])[C@@H:43]([CH2:60][O:61][C:62](=[O:64])[CH3:63])[O:42]4)=[C:36]([CH3:65])[CH:35]=3)=[CH:28][C:27]=2[CH3:66])[O:7]1)(=[O:3])[CH3:2].[N+](=[CH2:69])=[N-]. Given the product [C:62]([O:61][CH2:60][C@@H:43]1[C@@H:44]([O:56][C:57](=[O:59])[CH3:58])[C@H:45]([O:52][C:53](=[O:55])[CH3:54])[C@@:46]([O:48][C:49](=[O:51])[CH3:50])([CH3:47])[C@@H:41]([O:40][C:37]2[CH:38]=[CH:39][C:34]([CH:33]3[CH2:69][CH:32]3[C:29]3[CH:30]=[CH:31][C:26]([O:25][C@@H:8]4[C@:9]([O:21][C:22](=[O:24])[CH3:23])([CH3:20])[C@@H:10]([O:16][C:17](=[O:19])[CH3:18])[C@H:11]([O:12][C:13](=[O:15])[CH3:14])[C@@H:6]([CH2:5][O:4][C:1](=[O:3])[CH3:2])[O:7]4)=[C:27]([CH3:66])[CH:28]=3)=[CH:35][C:36]=2[CH3:65])[O:42]1)(=[O:64])[CH3:63], predict the reactants needed to synthesize it.